Dataset: Reaction yield outcomes from USPTO patents with 853,638 reactions. Task: Predict the reaction yield, written as a fraction of the theoretical maximum amount of product (1.0 means a 100% yield; for example, 0.34 means a 34% yield). (1) The reactants are [C:1]([Br:5])(Br)(Br)Br.[CH2:6]([O:13][CH2:14][CH2:15][CH2:16][CH2:17][CH2:18][CH2:19][CH2:20][CH2:21][CH2:22][CH2:23][CH2:24]CO)[C:7]1[CH:12]=[CH:11][CH:10]=[CH:9][CH:8]=1.C1C=CC(P(C2C=CC=CC=2)C2C=CC=CC=2)=CC=1. The catalyst is C(Cl)Cl. The product is [CH2:6]([O:13][CH2:14][CH2:15][CH2:16][CH2:17][CH2:18][CH2:19][CH2:20][CH2:21][CH2:22][CH2:23][CH2:24][CH2:1][Br:5])[C:7]1[CH:12]=[CH:11][CH:10]=[CH:9][CH:8]=1. The yield is 0.860. (2) The reactants are Br[C:2]1[N:3]=[C:4]([N:9]2[CH2:14][CH2:13][CH2:12][CH2:11][CH2:10]2)[C:5]([NH2:8])=[N:6][CH:7]=1.[N:15]1[CH:20]=[CH:19][C:18](B(O)O)=[CH:17][CH:16]=1. No catalyst specified. The product is [N:9]1([C:4]2[C:5]([NH2:8])=[N:6][CH:7]=[C:2]([C:18]3[CH:19]=[CH:20][N:15]=[CH:16][CH:17]=3)[N:3]=2)[CH2:14][CH2:13][CH2:12][CH2:11][CH2:10]1. The yield is 0.450. (3) The reactants are [CH3:1][O:2][C:3](=[O:15])[CH2:4][C:5]1[CH:10]=[CH:9][CH:8]=[C:7]([CH2:11][C@@H:12]([NH2:14])[CH3:13])[CH:6]=1.C(N(CC)CC)C.CN1CCCC1=O.[CH2:30]([O:37][C:38]1[CH:39]=[CH:40][C:41]([C@@H:49]([O:52][Si:53]([C:56]([CH3:59])([CH3:58])[CH3:57])([CH3:55])[CH3:54])[CH2:50]Br)=[C:42]2[C:47]=1[NH:46][C:45](=[O:48])[CH:44]=[CH:43]2)[C:31]1[CH:36]=[CH:35][CH:34]=[CH:33][CH:32]=1. The catalyst is CCOC(C)=O. The product is [CH3:1][O:2][C:3](=[O:15])[CH2:4][C:5]1[CH:10]=[CH:9][CH:8]=[C:7]([CH2:11][C@@H:12]([NH:14][CH2:50][C@@H:49]([C:41]2[CH:40]=[CH:39][C:38]([O:37][CH2:30][C:31]3[CH:36]=[CH:35][CH:34]=[CH:33][CH:32]=3)=[C:47]3[C:42]=2[CH:43]=[CH:44][C:45](=[O:48])[NH:46]3)[O:52][Si:53]([C:56]([CH3:59])([CH3:58])[CH3:57])([CH3:55])[CH3:54])[CH3:13])[CH:6]=1. The yield is 0.200. (4) The reactants are [CH2:1]([N:3]([CH2:19][CH3:20])[C:4]([C:6]1[CH:11]=[CH:10][N:9]2[C:12](I)=[C:13]([CH:15]([CH3:17])[CH3:16])[N:14]=[C:8]2[CH:7]=1)=[O:5])[CH3:2].[CH:21]([Mg]Br)([CH3:23])[CH3:22].[CH2:26]1[CH2:30][O:29][CH2:28][CH2:27]1. No catalyst specified. The product is [CH:26]1([CH:30]([OH:29])[C:12]2[N:9]3[CH:10]=[CH:11][C:6]([C:4]([N:3]([CH2:19][CH3:20])[CH2:1][CH3:2])=[O:5])=[CH:7][C:8]3=[N:14][C:13]=2[CH:15]([CH3:17])[CH3:16])[CH2:27][CH2:28][CH2:23][CH2:21][CH2:22]1. The yield is 0.460. (5) The reactants are Br[C:2]1[CH:7]=[C:6]([F:8])[CH:5]=[C:4]([CH3:9])[C:3]=1[OH:10].[O:11]1[CH:15]=[CH:14][C:13](B(O)O)=[CH:12]1.C(=O)([O-])[O-].[Na+].[Na+].O. The catalyst is COCCOC.C1C=CC(P(C2C=CC=CC=2)[C-]2C=CC=C2)=CC=1.C1C=CC(P(C2C=CC=CC=2)[C-]2C=CC=C2)=CC=1.Cl[Pd]Cl.[Fe+2]. The product is [F:8][C:6]1[CH:5]=[C:4]([CH3:9])[C:3]([OH:10])=[C:2]([C:13]2[CH:14]=[CH:15][O:11][CH:12]=2)[CH:7]=1. The yield is 0.300. (6) The reactants are Br[C:2]1[CH:3]=[C:4]2[C:8](=[CH:9][CH:10]=1)[N:7]([CH2:11][O:12][CH2:13][CH2:14][Si:15]([CH3:18])([CH3:17])[CH3:16])[N:6]=[CH:5]2.C(=O)([O-])[O-].[Cs+].[Cs+].C(#N)CC.[C:29]([Si:31]([CH3:34])([CH3:33])[CH3:32])#[CH:30]. The catalyst is O.CCOCC.[Pd](Cl)Cl.C(#N)C.C(#N)C.C1(P(C2CCCCC2)C2C=CC=CC=2C2C(C(C)C)=CC(C(C)C)=CC=2C(C)C)CCCCC1. The product is [CH3:16][Si:15]([CH3:18])([CH3:17])[CH2:14][CH2:13][O:12][CH2:11][N:7]1[C:8]2[C:4](=[CH:3][C:2]([C:30]#[C:29][Si:31]([CH3:34])([CH3:33])[CH3:32])=[CH:10][CH:9]=2)[CH:5]=[N:6]1. The yield is 0.890. (7) The reactants are B(Br)(Br)Br.[CH:5]1([CH2:10][CH:11]([C:20]2[CH:25]=[CH:24][CH:23]=[C:22]([O:26]C)[CH:21]=2)[C:12]([NH:14][C:15]2[S:16][CH:17]=[CH:18][N:19]=2)=[O:13])[CH2:9][CH2:8][CH2:7][CH2:6]1.[OH-].[NH4+]. The catalyst is C(Cl)Cl. The product is [CH:5]1([CH2:10][CH:11]([C:20]2[CH:25]=[CH:24][CH:23]=[C:22]([OH:26])[CH:21]=2)[C:12]([NH:14][C:15]2[S:16][CH:17]=[CH:18][N:19]=2)=[O:13])[CH2:9][CH2:8][CH2:7][CH2:6]1. The yield is 0.447. (8) The reactants are I[C:2]1[CH:3]=[C:4]([N:8]2[C:12]3=[N:13][N:14]=[CH:15][CH:16]=[C:11]3[C:10]([C:17]([O:19][CH3:20])=[O:18])=[N:9]2)[CH:5]=[CH:6][CH:7]=1.[C:21]([C@:23]1([OH:30])[CH2:27][CH2:26][N:25]([CH3:28])[C:24]1=[O:29])#[CH:22]. No catalyst specified. The product is [OH:30][C@@:23]1([C:21]#[C:22][C:2]2[CH:3]=[C:4]([N:8]3[C:12]4=[N:13][N:14]=[CH:15][CH:16]=[C:11]4[C:10]([C:17]([O:19][CH3:20])=[O:18])=[N:9]3)[CH:5]=[CH:6][CH:7]=2)[CH2:27][CH2:26][N:25]([CH3:28])[C:24]1=[O:29]. The yield is 0.490. (9) The reactants are [CH3:1][O:2][C:3](=[O:6])[CH2:4][NH2:5].[CH3:7][O:8][CH2:9][CH2:10][O:11][C:12]1[CH:13]=[C:14]([CH:17]=[CH:18][CH:19]=1)[CH:15]=O. No catalyst specified. The product is [CH3:7][O:8][CH2:9][CH2:10][O:11][C:12]1[CH:13]=[C:14]([CH:17]=[CH:18][CH:19]=1)[CH2:15][NH:5][CH2:4][C:3]([O:2][CH3:1])=[O:6]. The yield is 0.550.